Dataset: Full USPTO retrosynthesis dataset with 1.9M reactions from patents (1976-2016). Task: Predict the reactants needed to synthesize the given product. Given the product [Br:16][C:17]1[CH:22]=[CH:21][C:20]([F:23])=[C:19]([B:24]([OH:29])[OH:25])[CH:18]=1, predict the reactants needed to synthesize it. The reactants are: CC1(C)CCCC(C)(C)N1.C([Li])CCC.[Br:16][C:17]1[CH:22]=[CH:21][C:20]([F:23])=[CH:19][CH:18]=1.[B:24](OC(C)C)([O:29]C(C)C)[O:25]C(C)C.